Predict the product of the given reaction. From a dataset of Forward reaction prediction with 1.9M reactions from USPTO patents (1976-2016). (1) Given the reactants C1(C[N:8]2[CH2:14][CH:13]([OH:15])[C:10]3([CH2:12][CH2:11]3)[CH2:9]2)C=CC=CC=1.[ClH:16], predict the reaction product. The product is: [ClH:16].[CH2:11]1[C:10]2([CH:13]([OH:15])[CH2:14][NH:8][CH2:9]2)[CH2:12]1. (2) Given the reactants [CH2:1]([N:8]([CH3:25])[C:9]1[CH:14]=[C:13]([CH2:15][N:16]2[CH2:21][CH2:20][O:19][CH2:18][CH2:17]2)[CH:12]=[CH:11][C:10]=1[N+:22]([O-])=O)[C:2]1[CH:7]=[CH:6][CH:5]=[CH:4][CH:3]=1.[H][H], predict the reaction product. The product is: [CH2:1]([N:8]([CH3:25])[C:9]1[C:10]([NH2:22])=[CH:11][CH:12]=[C:13]([CH2:15][N:16]2[CH2:17][CH2:18][O:19][CH2:20][CH2:21]2)[CH:14]=1)[C:2]1[CH:3]=[CH:4][CH:5]=[CH:6][CH:7]=1. (3) Given the reactants [Br:1][C:2]1[C:10]2[O:9][CH2:8][C:7]([CH3:12])([CH3:11])[C:6]=2[CH:5]=[C:4]([C:13]([OH:15])=O)[CH:3]=1.S(Cl)(Cl)=O.C(=O)([O-])[O-].[K+].[K+].[NH:26]1[CH:30]=[CH:29]N=N1, predict the reaction product. The product is: [Br:1][C:2]1[C:10]2[O:9][CH2:8][C:7]([CH3:11])([CH3:12])[C:6]=2[CH:5]=[C:4]([C:13]2[O:15][CH:29]=[CH:30][N:26]=2)[CH:3]=1.